From a dataset of Full USPTO retrosynthesis dataset with 1.9M reactions from patents (1976-2016). Predict the reactants needed to synthesize the given product. (1) Given the product [CH2:37]([Cl:39])[Cl:38].[CH3:29][OH:30].[NH4+:7].[OH-:34].[Cl:1][C:2]1[CH:11]=[CH:10][CH:9]=[C:8]2[C:3]=1[CH:4]=[C:5]([CH:19]([NH2:21])[CH3:20])[C:6]([C:12]1[CH:17]=[CH:16][CH:15]=[C:14]([F:18])[CH:13]=1)=[N:7]2, predict the reactants needed to synthesize it. The reactants are: [Cl:1][C:2]1[CH:11]=[CH:10][CH:9]=[C:8]2[C:3]=1[CH:4]=[C:5]([CH:19]([N:21]1[C:29](=[O:30])C3C(=CC=CC=3)C1=O)[CH3:20])[C:6]([C:12]1[CH:17]=[CH:16][CH:15]=[C:14]([F:18])[CH:13]=1)=[N:7]2.C([OH:34])C.NN.[CH2:37]([Cl:39])[Cl:38]. (2) Given the product [C:1]1([C:28]2[CH:33]=[CH:32][CH:31]=[CH:30][CH:29]=2)[CH:6]=[CH:5][C:4]([NH:7][C:8](=[O:27])[C:9]2[CH:14]=[CH:13][C:12]([CH2:15][O:16][CH2:17][CH2:18][CH2:19][O:20][CH3:21])=[C:11]([NH:22][C:23](=[O:26])[CH2:24][N:41]3[CH2:46][CH2:45][O:44][CH2:43][CH2:42]3)[CH:10]=2)=[CH:3][CH:2]=1, predict the reactants needed to synthesize it. The reactants are: [C:1]1([C:28]2[CH:33]=[CH:32][CH:31]=[CH:30][CH:29]=2)[CH:6]=[CH:5][C:4]([NH:7][C:8](=[O:27])[C:9]2[CH:14]=[CH:13][C:12]([CH2:15][O:16][CH2:17][CH2:18][CH2:19][O:20][CH3:21])=[C:11]([NH:22][C:23](=[O:26])[CH2:24]Cl)[CH:10]=2)=[CH:3][CH:2]=1.C(N(CC)CC)C.[NH:41]1[CH2:46][CH2:45][O:44][CH2:43][CH2:42]1.[I-].[K+]. (3) Given the product [O:1]1[CH2:5][CH2:4][O:3][CH:2]1[C:6]1[CH:11]=[C:10]([O:12][CH3:13])[CH:9]=[CH:8][C:7]=1[NH2:14], predict the reactants needed to synthesize it. The reactants are: [O:1]1[CH2:5][CH2:4][O:3][CH:2]1[C:6]1[CH:11]=[C:10]([O:12][CH3:13])[CH:9]=[CH:8][C:7]=1[N+:14]([O-])=O.C([O-])(=O)C.[Na+]. (4) Given the product [CH:1]([N:4]1[CH:8]=[C:7]([C:9]2[C:13]3[C:14]([O:22][CH:23]4[CH2:24][CH2:25][O:26][CH2:27][CH2:28]4)=[N:15][C:16]([C:18]([F:20])([F:19])[F:21])=[CH:17][C:12]=3[NH:11][N:10]=2)[CH:6]=[N:5]1)([CH3:3])[CH3:2], predict the reactants needed to synthesize it. The reactants are: [CH:1]([N:4]1[CH:8]=[C:7]([C:9]2[C:13]3[C:14]([O:22][CH:23]4[CH2:28][CH2:27][O:26][CH2:25][CH2:24]4)=[N:15][C:16]([C:18]([F:21])([F:20])[F:19])=[CH:17][C:12]=3[N:11](C(C3C=CC=CC=3)(C3C=CC=CC=3)C3C=CC=CC=3)[N:10]=2)[CH:6]=[N:5]1)([CH3:3])[CH3:2].C(N1C=C(B2OC(C)(C)C(C)(C)O2)C=N1)(C)C.C([O-])(=O)C.[K+].C([SiH](CC)CC)C.FC(F)(F)C(O)=O. (5) Given the product [N:1]1([C:15]([O:14][C:11]([CH3:13])([CH3:12])[CH3:10])=[O:16])[C:9]2[C:4](=[CH:5][CH:6]=[CH:7][CH:8]=2)[CH:3]=[CH:2]1, predict the reactants needed to synthesize it. The reactants are: [NH:1]1[C:9]2[C:4](=[CH:5][CH:6]=[CH:7][CH:8]=2)[CH:3]=[CH:2]1.[CH3:10][C:11]([O:14][C:15](O[C:15]([O:14][C:11]([CH3:13])([CH3:12])[CH3:10])=[O:16])=[O:16])([CH3:13])[CH3:12].O. (6) Given the product [CH3:29][O:30][C:31](=[O:34])[CH2:32][O:22][C:5]1[CH:4]=[CH:3][C:2]([Cl:1])=[C:11]2[C:6]=1[C:7]([CH3:21])=[C:8]([CH2:13][C:14]1[CH:19]=[CH:18][C:17]([Cl:20])=[CH:16][CH:15]=1)[C:9]([CH3:12])=[N:10]2, predict the reactants needed to synthesize it. The reactants are: [Cl:1][C:2]1[C:11]2[N:10]=[C:9]([CH3:12])[C:8]([CH2:13][C:14]3[CH:19]=[CH:18][C:17]([Cl:20])=[CH:16][CH:15]=3)=[C:7]([CH3:21])[C:6]=2[C:5]([OH:22])=[CH:4][CH:3]=1.C(=O)([O-])[O-].[K+].[K+].[CH3:29][O:30][C:31](=[O:34])[CH2:32]Br.